From a dataset of Rat liver microsome stability data. Regression/Classification. Given a drug SMILES string, predict its absorption, distribution, metabolism, or excretion properties. Task type varies by dataset: regression for continuous measurements (e.g., permeability, clearance, half-life) or binary classification for categorical outcomes (e.g., BBB penetration, CYP inhibition). Dataset: rlm. (1) The molecule is CCN(CC)CCNC(=O)c1ccc(C(CC)(CC)c2ccc(OCSc3ccccc3)c(C)c2)n1CC. The result is 0 (unstable in rat liver microsomes). (2) The drug is O=S(=O)(CC1CS1)c1ccc(Oc2ccccc2)cc1. The result is 1 (stable in rat liver microsomes). (3) The compound is COc1ccc(CN2CCNc3cc(Nc4ccccc4)ncc3C2)cc1. The result is 1 (stable in rat liver microsomes). (4) The molecule is COc1cc(Nc2c(C#N)cnc3cc(C=CCCN4CCCCC4)c(OC)cc23)c(Cl)cc1Cl. The result is 1 (stable in rat liver microsomes). (5) The result is 0 (unstable in rat liver microsomes). The compound is Cc1ccc(S(=O)(=O)Nc2cnccc2C(=O)Nc2nc(-c3ccc(-c4ccccc4)cc3)cs2)cc1. (6) The molecule is O=C(N[C@@H](Cn1ccnc1)c1c(F)cc(-c2ccc(F)cc2)cc1F)c1ccc(-c2nnc(-c3ccccc3)o2)cc1. The result is 0 (unstable in rat liver microsomes). (7) The molecule is O=C(C1CCS(=O)(=O)CC1)N1CC[C@@]2(S(=O)(=O)c3ccc(F)cc3)c3ccc(C(F)(C(F)(F)F)C(F)(F)F)cc3CC[C@@H]12. The result is 0 (unstable in rat liver microsomes). (8) The molecule is CN1CCCN(CC(=O)NC2CCCCC2)CC1. The result is 1 (stable in rat liver microsomes). (9) The drug is O=S(=O)(Nc1nccs1)c1ccc(NCc2cccc(Br)c2O)cc1. The result is 1 (stable in rat liver microsomes).